Dataset: Full USPTO retrosynthesis dataset with 1.9M reactions from patents (1976-2016). Task: Predict the reactants needed to synthesize the given product. Given the product [CH3:1][O:2][C:3](=[O:13])[C:4]1[CH:9]=[CH:8][CH:7]=[CH:6][C:5]=1[C:10]1[O:11][CH:17]=[CH:18][N:14]=1, predict the reactants needed to synthesize it. The reactants are: [CH3:1][O:2][C:3](=[O:13])[C:4]1[CH:9]=[CH:8][CH:7]=[CH:6][C:5]=1[C:10](Cl)=[O:11].[NH:14]1[CH:18]=[CH:17]N=N1.C(=O)([O-])[O-].[K+].[K+].